Dataset: Full USPTO retrosynthesis dataset with 1.9M reactions from patents (1976-2016). Task: Predict the reactants needed to synthesize the given product. (1) Given the product [NH2:79][C:75]1([CH2:74][NH:73][C:15]2[C:16]3[S:21][C:20]([CH3:22])=[CH:19][C:17]=3[N:18]=[C:13]([N:5]3[CH2:6][C:7]4[CH:12]=[CH:11][CH:10]=[CH:9][C:8]=4[S:2](=[O:1])[CH2:3][CH2:4]3)[N:14]=2)[CH2:78][O:77][CH2:76]1, predict the reactants needed to synthesize it. The reactants are: [O:1]=[S:2]1[C:8]2[CH:9]=[CH:10][CH:11]=[CH:12][C:7]=2[CH2:6][N:5]([C:13]2[NH:14][C:15](=O)[C:16]3[S:21][C:20]([CH3:22])=[CH:19][C:17]=3[N:18]=2)[CH2:4][CH2:3]1.F[P-](F)(F)(F)(F)F.N1(O[P+](N(C)C)(N(C)C)N(C)C)C2C=CC=CC=2N=N1.N1(C2CCCCCCCCCC2)CCCN=CCCCCC1.[NH2:73][CH2:74][C:75]1([NH2:79])[CH2:78][O:77][CH2:76]1. (2) Given the product [CH2:12]([O:11][C:7]1[C:8]([CH3:10])=[CH:9][C:2]([N:17]2[CH:16]=[C:15]([CH3:14])[CH:19]=[N:18]2)=[C:3]([CH:6]=1)[CH:4]=[O:5])[CH3:13], predict the reactants needed to synthesize it. The reactants are: Br[C:2]1[CH:9]=[C:8]([CH3:10])[C:7]([O:11][CH2:12][CH3:13])=[CH:6][C:3]=1[CH:4]=[O:5].[CH3:14][C:15]1[CH:16]=[N:17][NH:18][CH:19]=1.C([O-])([O-])=O.[K+].[K+]. (3) Given the product [CH3:48][C:28]1[CH:27]=[C:26]([C:25]([NH:1][C:2]2[CH:7]=[CH:6][CH:5]=[C:4]([C:8]3[C:17]4[C:12](=[CH:13][C:14]([O:20][CH3:21])=[C:15]([O:18][CH3:19])[CH:16]=4)[N:11]=[C:10]([NH:41][CH3:38])[N:9]=3)[CH:3]=2)=[O:36])[CH:34]=[CH:33][C:29]=1[C:30]([OH:32])=[O:31], predict the reactants needed to synthesize it. The reactants are: [NH2:1][C:2]1[CH:3]=[C:4]([C:8]2[C:17]3[C:12](=[CH:13][C:14]([O:20][CH3:21])=[C:15]([O:18][CH3:19])[CH:16]=3)[N:11]=[C:10](CN)[N:9]=2)[CH:5]=[CH:6][CH:7]=1.[Cl-].[C:25]([O:36]C)(=O)[C:26]1[CH:34]=[CH:33][C:29]([C:30]([O-:32])=[O:31])=[CH:28][CH:27]=1.[CH:38]([N:41](CC)C(C)C)(C)C.[Cl-].[C:48](OC)(=O)C1C=CC(C([O-])=O)=CC=1.